This data is from Reaction yield outcomes from USPTO patents with 853,638 reactions. The task is: Predict the reaction yield, written as a fraction of the theoretical maximum amount of product (1.0 means a 100% yield; for example, 0.34 means a 34% yield). (1) The reactants are [CH3:1][C:2]([OH:16])([C@H:4]([CH3:15])[CH2:5][S:6]([C:9]1[CH:14]=[CH:13][CH:12]=[CH:11][CH:10]=1)(=[O:8])=[O:7])[CH3:3].[CH3:17][Si:18]([CH3:25])([CH3:24])N1C=CN=C1. The catalyst is CN(C)C=O. The product is [CH3:17][Si:18]([CH3:25])([CH3:24])[O:16][C:2]([CH3:1])([CH3:3])[C@H:4]([CH3:15])[CH2:5][S:6]([C:9]1[CH:10]=[CH:11][CH:12]=[CH:13][CH:14]=1)(=[O:8])=[O:7]. The yield is 0.960. (2) The product is [I:25][CH2:26][CH2:27][CH2:28][CH2:29][CH2:30][N:8]1[C:4]([CH3:24])([CH3:3])[C:5](=[O:23])[N:6]([C:10]2[CH:15]=[CH:14][C:13]([N+:16]([O-:18])=[O:17])=[C:12]([C:19]([F:22])([F:21])[F:20])[CH:11]=2)[C:7]1=[O:9]. The reactants are [H-].[Na+].[CH3:3][C:4]1([CH3:24])[NH:8][C:7](=[O:9])[N:6]([C:10]2[CH:15]=[CH:14][C:13]([N+:16]([O-:18])=[O:17])=[C:12]([C:19]([F:22])([F:21])[F:20])[CH:11]=2)[C:5]1=[O:23].[I:25][CH2:26][CH2:27][CH2:28][CH2:29][CH2:30]I.[NH4+].[Cl-]. The yield is 0.470. The catalyst is CN(C=O)C. (3) The reactants are [C:1]([O:5][C:6]([N:8]1[CH2:23][CH2:22][N:11]2[C:12](=[O:21])[C:13]3[C:18]([CH:10]2[CH2:9]1)=[CH:17][CH:16]=[CH:15][C:14]=3[O:19]C)=[O:7])([CH3:4])([CH3:3])[CH3:2].B(Br)(Br)Br.C(OC(OC(C)(C)C)=O)(OC(C)(C)C)=O. The catalyst is ClCCl.C(OCC)(=O)C. The product is [C:1]([O:5][C:6]([N:8]1[CH2:23][CH2:22][N:11]2[C:12](=[O:21])[C:13]3[C:18]([CH:10]2[CH2:9]1)=[CH:17][CH:16]=[CH:15][C:14]=3[OH:19])=[O:7])([CH3:4])([CH3:2])[CH3:3]. The yield is 0.900. (4) The reactants are C(OC([NH:7][C@H:8]([CH:80]([CH3:82])[CH3:81])[C:9]([NH:11][C@H:12]([CH3:79])[C:13]([NH:15][C:16]1[CH:78]=[CH:77][C:19]([CH2:20][O:21][C:22]([N:24]2[C:30]3[CH:31]=[C:32]([O:37][CH2:38][CH2:39][CH2:40][O:41][C:42]4[C:43]([O:67][CH3:68])=[CH:44][C:45]5[C:51](=[O:52])[N:50]6[CH:53]=[C:54](/[CH:56]=[CH:57]/[CH3:58])[CH2:55][C@H:49]6[C@H:48](O)[N:47](C(OCC=C)=O)[C:46]=5[CH:66]=4)[C:33]([O:35][CH3:36])=[CH:34][C:29]=3[C:28](=[O:69])[N:27]3[CH:70]=[C:71](/[CH:73]=[CH:74]/[CH3:75])[CH2:72][C@H:26]3[C@@H:25]2[OH:76])=[O:23])=[CH:18][CH:17]=1)=[O:14])=[O:10])=O)C=C.N1CCCC1. The catalyst is C(Cl)Cl. The product is [OH:76][C@@H:25]1[N:24]([C:22]([O:21][CH2:20][C:19]2[CH:77]=[CH:78][C:16]([NH:15][C:13](=[O:14])[C@H:12]([NH:11][C:9](=[O:10])[C@H:8]([NH2:7])[CH:80]([CH3:81])[CH3:82])[CH3:79])=[CH:17][CH:18]=2)=[O:23])[C:30]2[CH:31]=[C:32]([O:37][CH2:38][CH2:39][CH2:40][O:41][C:42]3[C:43]([O:67][CH3:68])=[CH:44][C:45]4[C:51](=[O:52])[N:50]5[CH:53]=[C:54](/[CH:56]=[CH:57]/[CH3:58])[CH2:55][C@H:49]5[CH:48]=[N:47][C:46]=4[CH:66]=3)[C:33]([O:35][CH3:36])=[CH:34][C:29]=2[C:28](=[O:69])[N:27]2[CH:70]=[C:71](/[CH:73]=[CH:74]/[CH3:75])[CH2:72][C@@H:26]12. The yield is 1.00. (5) The reactants are C([O:8][C:9]1[CH:17]=[C:16]([O:18]CC2C=CC=CC=2)[C:15]([CH:26]([CH3:28])[CH3:27])=[CH:14][C:10]=1[C:11](O)=O)C1C=CC=CC=1.C(Cl)(=O)C(Cl)=O.C[N:36]([CH:38]=[O:39])C.[CH3:40][O:41][C:42]1[CH:47]=[CH:46][C:45]([NH2:48])=[CH:44][C:43]=1[N:49]([CH3:53])[CH2:50][CH2:51][CH3:52].C([N:56](CC)CC)C. The catalyst is ClCCl.C1COCC1.O.C(OCC)(=O)C. The product is [OH:39][C:38]1[N:48]([C:45]2[CH:46]=[CH:47][C:42]([O:41][CH3:40])=[C:43]([N:49]([CH3:53])[CH2:50][CH2:51][CH3:52])[CH:44]=2)[C:11]([C:10]2[CH:14]=[C:15]([CH:26]([CH3:27])[CH3:28])[C:16]([OH:18])=[CH:17][C:9]=2[OH:8])=[N:56][N:36]=1. The yield is 0.930. (6) The reactants are [Cl-].O[NH3+:3].[C:4](=[O:7])([O-])[OH:5].[Na+].CS(C)=O.[CH2:13]([C:17]1[N:18]([CH2:36][C:37]2[CH:42]=[CH:41][C:40]([C:43]3[C:44]([C:49]#[N:50])=[CH:45][CH:46]=[CH:47][CH:48]=3)=[CH:39][CH:38]=2)[C:19](=[O:35])[C:20]([C:26]2[CH:31]=[CH:30][C:29]([O:32][CH2:33][CH3:34])=[CH:28][CH:27]=2)=[C:21]([CH:23]2[CH2:25][CH2:24]2)[N:22]=1)[CH2:14][CH2:15][CH3:16]. The catalyst is O. The product is [CH2:13]([C:17]1[N:18]([CH2:36][C:37]2[CH:38]=[CH:39][C:40]([C:43]3[CH:48]=[CH:47][CH:46]=[CH:45][C:44]=3[C:49]3[NH:3][C:4](=[O:7])[O:5][N:50]=3)=[CH:41][CH:42]=2)[C:19](=[O:35])[C:20]([C:26]2[CH:31]=[CH:30][C:29]([O:32][CH2:33][CH3:34])=[CH:28][CH:27]=2)=[C:21]([CH:23]2[CH2:24][CH2:25]2)[N:22]=1)[CH2:14][CH2:15][CH3:16]. The yield is 0.900.